Dataset: Forward reaction prediction with 1.9M reactions from USPTO patents (1976-2016). Task: Predict the product of the given reaction. (1) Given the reactants [NH2:1][C:2]1[CH:7]=[C:6]([Br:8])[CH:5]=[CH:4][C:3]=1[OH:9].Br[CH2:11][C:12](Br)=[O:13].O=C1NC2C=C(C#N)C=CC=2OC1, predict the reaction product. The product is: [Br:8][C:6]1[CH:5]=[CH:4][C:3]2[O:9][CH2:11][C:12](=[O:13])[NH:1][C:2]=2[CH:7]=1. (2) Given the reactants [CH3:1][CH:2]([NH2:9])[C:3]1[CH:8]=[CH:7][CH:6]=[CH:5][CH:4]=1.C([C:12](=O)[C:13]([O-:15])=[O:14])C.[CH2:17]=[CH:18][C:19](=[CH2:21])[CH3:20].F[C:23](F)(F)[C:24](O)=O.C(=O)(O)[O-].[Na+], predict the reaction product. The product is: [C:3]1([CH:2]([N:9]2[CH:12]([C:13]([O:15][CH2:23][CH3:24])=[O:14])[CH2:21][C:19]([CH3:20])=[CH:18][CH2:17]2)[CH3:1])[CH:8]=[CH:7][CH:6]=[CH:5][CH:4]=1. (3) Given the reactants [Br:1][C:2]1[CH:10]=[C:6]([C:7]([OH:9])=O)[C:5]([OH:11])=[CH:4][CH:3]=1.[CH3:12][O:13][C:14]1[CH:15]=[C:16]([CH:18]=[C:19]([C:21]([F:24])([F:23])[F:22])[CH:20]=1)[NH2:17], predict the reaction product. The product is: [Br:1][C:2]1[CH:3]=[CH:4][C:5]([OH:11])=[C:6]([CH:10]=1)[C:7]([NH:17][C:16]1[CH:18]=[C:19]([C:21]([F:23])([F:24])[F:22])[CH:20]=[C:14]([O:13][CH3:12])[CH:15]=1)=[O:9]. (4) Given the reactants [Br:1][C:2]1[N:7]=[C:6]([C:8](=O)[CH:9]([F:11])[F:10])[C:5]([F:13])=[C:4]([Si:14]([CH2:19][CH3:20])([CH2:17][CH3:18])[CH2:15][CH3:16])[CH:3]=1.[CH3:21][C:22]([S@:25]([NH2:27])=[O:26])([CH3:24])[CH3:23], predict the reaction product. The product is: [Br:1][C:2]1[N:7]=[C:6](/[C:8](=[N:27]\[S@@:25]([C:22]([CH3:24])([CH3:23])[CH3:21])=[O:26])/[CH:9]([F:11])[F:10])[C:5]([F:13])=[C:4]([Si:14]([CH2:19][CH3:20])([CH2:17][CH3:18])[CH2:15][CH3:16])[CH:3]=1. (5) Given the reactants [CH2:1]([C:3]1[CH:4]=[C:5]2[C:9](=[CH:10][CH:11]=1)[NH:8][CH:7]=[CH:6]2)[CH3:2].Cl.[CH3:13][NH:14][CH3:15].[CH2:16]=O, predict the reaction product. The product is: [CH2:1]([C:3]1[CH:4]=[C:5]2[C:9](=[CH:10][CH:11]=1)[NH:8][CH:7]=[C:6]2[CH2:13][N:14]([CH3:16])[CH3:15])[CH3:2]. (6) Given the reactants [NH2:1][C:2]1[C:10]2[C:5](=[CH:6][CH:7]=[C:8]([CH:11]3[C:16]([C:17]#[N:18])=[C:15]([CH3:19])[NH:14][C:13]([CH3:20])=[C:12]3[C:21]#[N:22])[CH:9]=2)[NH:4][N:3]=1.C(N(CC)CC)C.[C:30]([O:34][C:35](O[C:35]([O:34][C:30]([CH3:33])([CH3:32])[CH3:31])=[O:36])=[O:36])([CH3:33])([CH3:32])[CH3:31], predict the reaction product. The product is: [NH2:1][C:2]1[C:10]2[C:5](=[CH:6][CH:7]=[C:8]([CH:11]3[C:16]([C:17]#[N:18])=[C:15]([CH3:19])[NH:14][C:13]([CH3:20])=[C:12]3[C:21]#[N:22])[CH:9]=2)[N:4]([C:35]([O:34][C:30]([CH3:33])([CH3:32])[CH3:31])=[O:36])[N:3]=1.